From a dataset of NCI-60 drug combinations with 297,098 pairs across 59 cell lines. Regression. Given two drug SMILES strings and cell line genomic features, predict the synergy score measuring deviation from expected non-interaction effect. (1) Drug 1: C1C(C(OC1N2C=NC3=C(N=C(N=C32)Cl)N)CO)O. Drug 2: CCN(CC)CCNC(=O)C1=C(NC(=C1C)C=C2C3=C(C=CC(=C3)F)NC2=O)C. Cell line: RPMI-8226. Synergy scores: CSS=40.1, Synergy_ZIP=-2.51, Synergy_Bliss=-4.60, Synergy_Loewe=-19.8, Synergy_HSA=-3.31. (2) Drug 1: CCN(CC)CCNC(=O)C1=C(NC(=C1C)C=C2C3=C(C=CC(=C3)F)NC2=O)C. Drug 2: CCC1(C2=C(COC1=O)C(=O)N3CC4=CC5=C(C=CC(=C5CN(C)C)O)N=C4C3=C2)O.Cl. Cell line: NCI-H226. Synergy scores: CSS=9.43, Synergy_ZIP=-3.14, Synergy_Bliss=-2.22, Synergy_Loewe=-13.4, Synergy_HSA=-3.58. (3) Drug 1: COC1=C(C=C2C(=C1)N=CN=C2NC3=CC(=C(C=C3)F)Cl)OCCCN4CCOCC4. Drug 2: C1=NNC2=C1C(=O)NC=N2. Cell line: A549. Synergy scores: CSS=26.0, Synergy_ZIP=-3.76, Synergy_Bliss=1.54, Synergy_Loewe=-9.51, Synergy_HSA=2.43. (4) Drug 1: CC1=C(C=C(C=C1)NC2=NC=CC(=N2)N(C)C3=CC4=NN(C(=C4C=C3)C)C)S(=O)(=O)N.Cl. Drug 2: CC1=C2C(C(=O)C3(C(CC4C(C3C(C(C2(C)C)(CC1OC(=O)C(C(C5=CC=CC=C5)NC(=O)C6=CC=CC=C6)O)O)OC(=O)C7=CC=CC=C7)(CO4)OC(=O)C)O)C)OC(=O)C. Cell line: SNB-75. Synergy scores: CSS=25.3, Synergy_ZIP=-0.698, Synergy_Bliss=9.09, Synergy_Loewe=8.74, Synergy_HSA=8.81. (5) Drug 1: CS(=O)(=O)C1=CC(=C(C=C1)C(=O)NC2=CC(=C(C=C2)Cl)C3=CC=CC=N3)Cl. Drug 2: CC1=CC2C(CCC3(C2CCC3(C(=O)C)OC(=O)C)C)C4(C1=CC(=O)CC4)C. Cell line: CCRF-CEM. Synergy scores: CSS=14.3, Synergy_ZIP=-0.343, Synergy_Bliss=4.42, Synergy_Loewe=3.70, Synergy_HSA=3.19.